Dataset: NCI-60 drug combinations with 297,098 pairs across 59 cell lines. Task: Regression. Given two drug SMILES strings and cell line genomic features, predict the synergy score measuring deviation from expected non-interaction effect. (1) Drug 2: C(CCl)NC(=O)N(CCCl)N=O. Cell line: UO-31. Drug 1: CC1C(C(CC(O1)OC2CC(OC(C2O)C)OC3=CC4=CC5=C(C(=O)C(C(C5)C(C(=O)C(C(C)O)O)OC)OC6CC(C(C(O6)C)O)OC7CC(C(C(O7)C)O)OC8CC(C(C(O8)C)O)(C)O)C(=C4C(=C3C)O)O)O)O. Synergy scores: CSS=6.62, Synergy_ZIP=2.44, Synergy_Bliss=-1.82, Synergy_Loewe=-43.5, Synergy_HSA=-3.41. (2) Drug 1: CC1=C(C=C(C=C1)NC(=O)C2=CC=C(C=C2)CN3CCN(CC3)C)NC4=NC=CC(=N4)C5=CN=CC=C5. Drug 2: CC1C(C(CC(O1)OC2CC(OC(C2O)C)OC3=CC4=CC5=C(C(=O)C(C(C5)C(C(=O)C(C(C)O)O)OC)OC6CC(C(C(O6)C)O)OC7CC(C(C(O7)C)O)OC8CC(C(C(O8)C)O)(C)O)C(=C4C(=C3C)O)O)O)O. Cell line: OVCAR3. Synergy scores: CSS=22.0, Synergy_ZIP=2.61, Synergy_Bliss=-1.06, Synergy_Loewe=-41.0, Synergy_HSA=-5.04.